This data is from Reaction yield outcomes from USPTO patents with 853,638 reactions. The task is: Predict the reaction yield, written as a fraction of the theoretical maximum amount of product (1.0 means a 100% yield; for example, 0.34 means a 34% yield). (1) The product is [CH3:1][O:2][C:3]1[CH:4]=[C:5]([CH:6]([C:12]2[CH:17]=[CH:16][CH:15]=[C:14]([O:18][CH3:19])[CH:13]=2)[OH:7])[CH:8]=[CH:9][CH:10]=1. The reactants are [CH3:1][O:2][C:3]1[CH:4]=[C:5]([CH:8]=[CH:9][CH:10]=1)[CH:6]=[O:7].Br[C:12]1[CH:17]=[CH:16][CH:15]=[C:14]([O:18][CH3:19])[CH:13]=1.C([Li])CCC.COC1C=C(C(C2C=CC=C(OC)C=2)=CC#N)C=C(OC)C=1. No catalyst specified. The yield is 1.00. (2) The catalyst is C1COCC1. The product is [F:1][C:2]([F:16])([F:17])[C:3]1[CH:4]=[C:5]([CH:13]([C:14]#[N:15])[CH2:29][C:30]([O:32][CH2:33][CH3:34])=[O:31])[CH:6]=[C:7]([C:9]([F:10])([F:11])[F:12])[CH:8]=1. The yield is 0.449. The reactants are [F:1][C:2]([F:17])([F:16])[C:3]1[CH:4]=[C:5]([CH2:13][C:14]#[N:15])[CH:6]=[C:7]([C:9]([F:12])([F:11])[F:10])[CH:8]=1.C[Si]([N-][Si](C)(C)C)(C)C.[Na+].Br[CH2:29][C:30]([O:32][CH2:33][CH3:34])=[O:31].O. (3) The reactants are [CH3:1][O:2][C:3](=[O:14])[C:4]1[CH:9]=[CH:8][C:7]([Br:10])=[C:6]([N+:11]([O-])=O)[CH:5]=1.S(S([O-])=O)([O-])=O.[Na+].[Na+].C(=O)([O-])[O-].[Na+].[Na+]. The catalyst is C(O)C.O. The product is [CH3:1][O:2][C:3](=[O:14])[C:4]1[CH:9]=[CH:8][C:7]([Br:10])=[C:6]([NH2:11])[CH:5]=1. The yield is 0.510. (4) The reactants are [C:1]([O:9][CH2:10][CH2:11][CH2:12][C:13]([CH3:24])([CH3:23])[CH2:14][O:15][S:16]([CH2:19][CH2:20][CH2:21]Cl)(=[O:18])=[O:17])(=[O:8])[C:2]1[CH:7]=[CH:6][CH:5]=[CH:4][CH:3]=1.[N-:25]=[N+:26]=[N-:27].[Na+]. The catalyst is CS(C)=O. The product is [C:1]([O:9][CH2:10][CH2:11][CH2:12][C:13]([CH3:24])([CH3:23])[CH2:14][O:15][S:16]([CH2:19][CH2:20][CH2:21][N:25]=[N+:26]=[N-:27])(=[O:18])=[O:17])(=[O:8])[C:2]1[CH:7]=[CH:6][CH:5]=[CH:4][CH:3]=1. The yield is 0.990. (5) The product is [NH2:30][C:28](=[O:29])[CH2:27][C:21]1([NH:20][C:17]([C:7]2[CH:6]=[CH:5][C:4]([CH:1]3[CH2:2][CH2:3]3)=[C:9]([O:10][CH2:11][CH:12]3[CH2:16][CH2:15][CH2:14][O:13]3)[N:8]=2)=[O:19])[CH2:22][S:23](=[O:25])(=[O:26])[CH2:24]1. No catalyst specified. The yield is 0.720. The reactants are [CH:1]1([C:4]2[CH:5]=[CH:6][C:7]([C:17]([OH:19])=O)=[N:8][C:9]=2[O:10][CH2:11][CH:12]2[CH2:16][CH2:15][CH2:14][O:13]2)[CH2:3][CH2:2]1.[NH2:20][C:21]1([CH2:27][C:28]([NH2:30])=[O:29])[CH2:24][S:23](=[O:26])(=[O:25])[CH2:22]1.CN(C(ON1N=NC2C=CC=CC1=2)=[N+](C)C)C.[B-](F)(F)(F)F.CCN(C(C)C)C(C)C. (6) The catalyst is C1COCC1.CCCCCC. The product is [S:13]1[C:17]2[CH:18]=[C:19]([NH:22][C:2]([NH:27][CH2:26][CH:25]([O:28][CH3:29])[O:24][CH3:23])=[O:4])[CH:20]=[CH:21][C:16]=2[N:15]=[CH:14]1. The reactants are Cl[C:2](Cl)([O:4]C(=O)OC(Cl)(Cl)Cl)Cl.[S:13]1[C:17]2[CH:18]=[C:19]([NH2:22])[CH:20]=[CH:21][C:16]=2[N:15]=[CH:14]1.[CH3:23][O:24][CH:25]([O:28][CH3:29])[CH2:26][NH2:27].C(OC(=O)C)C. The yield is 0.802. (7) The catalyst is CC(C)=O. The yield is 0.770. The reactants are [CH3:1][N:2]1[CH2:6][CH2:5][NH:4][C:3]1=[S:7].[CH3:8][I:9]. The product is [IH:9].[CH3:1][N:2]1[CH2:6][CH2:5][N:4]=[C:3]1[S:7][CH3:8]. (8) The product is [C:7]1([C:13]2[C:24]([CH2:25][C:5]#[N:6])=[C:16]3[C:17]4[CH2:23][CH2:22][O:21][C:18]=4[CH:19]=[CH:20][N:15]3[N:14]=2)[CH:8]=[CH:9][CH:10]=[CH:11][CH:12]=1. The reactants are C[Si]([C:5]#[N:6])(C)C.[C:7]1([C:13]2[C:24]([CH2:25]O)=[C:16]3[C:17]4[CH2:23][CH2:22][O:21][C:18]=4[CH:19]=[CH:20][N:15]3[N:14]=2)[CH:12]=[CH:11][CH:10]=[CH:9][CH:8]=1. The catalyst is ClCCl.C(=O)([O-])O.[Na+]. The yield is 0.870.